Dataset: NCI-60 drug combinations with 297,098 pairs across 59 cell lines. Task: Regression. Given two drug SMILES strings and cell line genomic features, predict the synergy score measuring deviation from expected non-interaction effect. (1) Drug 1: CC1=C(C=C(C=C1)NC2=NC=CC(=N2)N(C)C3=CC4=NN(C(=C4C=C3)C)C)S(=O)(=O)N.Cl. Drug 2: C1CCC(CC1)NC(=O)N(CCCl)N=O. Cell line: UO-31. Synergy scores: CSS=13.9, Synergy_ZIP=-3.19, Synergy_Bliss=1.49, Synergy_Loewe=3.28, Synergy_HSA=3.77. (2) Drug 1: C1=C(C(=O)NC(=O)N1)N(CCCl)CCCl. Drug 2: CC1C(C(CC(O1)OC2CC(OC(C2O)C)OC3=CC4=CC5=C(C(=O)C(C(C5)C(C(=O)C(C(C)O)O)OC)OC6CC(C(C(O6)C)O)OC7CC(C(C(O7)C)O)OC8CC(C(C(O8)C)O)(C)O)C(=C4C(=C3C)O)O)O)O. Cell line: RXF 393. Synergy scores: CSS=8.42, Synergy_ZIP=1.29, Synergy_Bliss=2.17, Synergy_Loewe=2.59, Synergy_HSA=2.63. (3) Drug 1: CCC1=C2CN3C(=CC4=C(C3=O)COC(=O)C4(CC)O)C2=NC5=C1C=C(C=C5)O. Drug 2: C1CCC(C(C1)N)N.C(=O)(C(=O)[O-])[O-].[Pt+4]. Cell line: UACC62. Synergy scores: CSS=53.7, Synergy_ZIP=-5.62, Synergy_Bliss=-3.55, Synergy_Loewe=0.126, Synergy_HSA=3.03. (4) Drug 1: C1=CC(=CC=C1CCC2=CNC3=C2C(=O)NC(=N3)N)C(=O)NC(CCC(=O)O)C(=O)O. Drug 2: C1=CC(=CC=C1C#N)C(C2=CC=C(C=C2)C#N)N3C=NC=N3. Cell line: HOP-62. Synergy scores: CSS=40.0, Synergy_ZIP=1.41, Synergy_Bliss=6.86, Synergy_Loewe=-22.0, Synergy_HSA=7.17. (5) Drug 1: CC1=C(C(CCC1)(C)C)C=CC(=CC=CC(=CC(=O)O)C)C. Drug 2: CCN(CC)CCNC(=O)C1=C(NC(=C1C)C=C2C3=C(C=CC(=C3)F)NC2=O)C. Cell line: DU-145. Synergy scores: CSS=-2.04, Synergy_ZIP=-1.14, Synergy_Bliss=-5.22, Synergy_Loewe=-7.64, Synergy_HSA=-6.23. (6) Drug 1: CCC1(CC2CC(C3=C(CCN(C2)C1)C4=CC=CC=C4N3)(C5=C(C=C6C(=C5)C78CCN9C7C(C=CC9)(C(C(C8N6C)(C(=O)OC)O)OC(=O)C)CC)OC)C(=O)OC)O.OS(=O)(=O)O. Drug 2: CC1=C2C(C(=O)C3(C(CC4C(C3C(C(C2(C)C)(CC1OC(=O)C(C(C5=CC=CC=C5)NC(=O)OC(C)(C)C)O)O)OC(=O)C6=CC=CC=C6)(CO4)OC(=O)C)O)C)O. Cell line: HT29. Synergy scores: CSS=-1.47, Synergy_ZIP=5.14, Synergy_Bliss=6.10, Synergy_Loewe=0.302, Synergy_HSA=0.765. (7) Drug 1: CN1CCC(CC1)COC2=C(C=C3C(=C2)N=CN=C3NC4=C(C=C(C=C4)Br)F)OC. Drug 2: B(C(CC(C)C)NC(=O)C(CC1=CC=CC=C1)NC(=O)C2=NC=CN=C2)(O)O. Cell line: M14. Synergy scores: CSS=2.89, Synergy_ZIP=1.38, Synergy_Bliss=3.79, Synergy_Loewe=1.71, Synergy_HSA=0.941. (8) Drug 1: C1=CN(C(=O)N=C1N)C2C(C(C(O2)CO)O)O.Cl. Drug 2: CC1=C(C(=O)C2=C(C1=O)N3CC4C(C3(C2COC(=O)N)OC)N4)N. Cell line: OVCAR3. Synergy scores: CSS=16.3, Synergy_ZIP=-9.07, Synergy_Bliss=-5.60, Synergy_Loewe=-4.91, Synergy_HSA=-2.26.